This data is from Full USPTO retrosynthesis dataset with 1.9M reactions from patents (1976-2016). The task is: Predict the reactants needed to synthesize the given product. (1) Given the product [NH2:43][CH:40]1[CH2:41][CH2:42][N:37]([C:17]2[N:18]=[C:13]([C:8]3[CH:7]=[C:6]([CH:11]=[CH:10][C:9]=3[CH3:12])[C:5]([NH:4][CH:1]3[CH2:3][CH2:2]3)=[O:36])[C:14]3[CH:26]=[CH:25][C:24](=[O:27])[N:23]([C:28]4[C:33]([F:34])=[CH:32][CH:31]=[CH:30][C:29]=4[F:35])[C:15]=3[N:16]=2)[CH2:38][CH2:39]1, predict the reactants needed to synthesize it. The reactants are: [CH:1]1([NH:4][C:5](=[O:36])[C:6]2[CH:11]=[CH:10][C:9]([CH3:12])=[C:8]([C:13]3[C:14]4[CH:26]=[CH:25][C:24](=[O:27])[N:23]([C:28]5[C:33]([F:34])=[CH:32][CH:31]=[CH:30][C:29]=5[F:35])[C:15]=4[N:16]=[C:17](S(C)(=O)=O)[N:18]=3)[CH:7]=2)[CH2:3][CH2:2]1.[NH:37]1[CH2:42][CH2:41][CH:40]([NH2:43])[CH2:39][CH2:38]1. (2) Given the product [C:25]([CH2:7][C@H:5]([NH:6][C:8](=[O:9])[O:10][CH2:11][C:12]1[CH:13]=[CH:14][CH:15]=[CH:16][CH:17]=1)[CH2:4][C:3]1[CH:18]=[C:19]([F:23])[C:20]([F:22])=[CH:21][C:2]=1[F:1])#[N:26], predict the reactants needed to synthesize it. The reactants are: [F:1][C:2]1[CH:21]=[C:20]([F:22])[C:19]([F:23])=[CH:18][C:3]=1[CH2:4][CH:5]1[CH2:7][N@:6]1[C:8]([O:10][CH2:11][C:12]1[CH:17]=[CH:16][CH:15]=[CH:14][CH:13]=1)=[O:9].O.[C-:25]#[N:26].[K+].ClCCl. (3) The reactants are: [NH:1]1[C:5]2=[N:6][CH:7]=[C:8]([OH:10])[CH:9]=[C:4]2[CH:3]=[CH:2]1.N1C=CN=C1.[CH:16]([Si:19](Cl)([CH:23]([CH3:25])[CH3:24])[CH:20]([CH3:22])[CH3:21])([CH3:18])[CH3:17].ClCCl. Given the product [CH:16]([Si:19]([CH:23]([CH3:25])[CH3:24])([CH:20]([CH3:22])[CH3:21])[O:10][C:8]1[CH:9]=[C:4]2[CH:3]=[CH:2][NH:1][C:5]2=[N:6][CH:7]=1)([CH3:18])[CH3:17], predict the reactants needed to synthesize it. (4) Given the product [ClH:1].[CH2:21]([N:18]1[C:19]([CH3:20])=[C:15]([CH2:14][N:11]2[CH2:12][CH2:13][N:8]([C:3]3[C:2]([C:37]4[CH:38]=[CH:39][C:34]([CH2:33][NH:32][C:29](=[O:31])[CH3:30])=[CH:35][CH:36]=4)=[N:7][CH:6]=[CH:5][N:4]=3)[CH2:9][CH2:10]2)[CH:16]=[N:17]1)[CH3:22], predict the reactants needed to synthesize it. The reactants are: [Cl:1][C:2]1[C:3]([N:8]2[CH2:13][CH2:12][N:11]([CH2:14][C:15]3[CH:16]=[N:17][N:18]([CH2:21][CH3:22])[C:19]=3[CH3:20])[CH2:10][CH2:9]2)=[N:4][CH:5]=[CH:6][N:7]=1.C(=O)([O-])[O-].[K+].[K+].[C:29]([NH:32][CH2:33][C:34]1[CH:39]=[CH:38][C:37](B(O)O)=[CH:36][CH:35]=1)(=[O:31])[CH3:30].O.